The task is: Predict the reactants needed to synthesize the given product.. This data is from Full USPTO retrosynthesis dataset with 1.9M reactions from patents (1976-2016). (1) Given the product [CH2:10]([O:8][C:5]1[CH:6]=[CH:7][C:2]([I:1])=[CH:3][C:4]=1[CH3:9])[C:11]1[CH:16]=[CH:15][CH:14]=[CH:13][CH:12]=1, predict the reactants needed to synthesize it. The reactants are: [I:1][C:2]1[CH:7]=[CH:6][C:5]([OH:8])=[C:4]([CH3:9])[CH:3]=1.[CH2:10](Br)[C:11]1[CH:16]=[CH:15][CH:14]=[CH:13][CH:12]=1.C(=O)([O-])[O-].[K+].[K+]. (2) Given the product [F:14][C:12]1[CH:13]=[CH:8][C:9]2[C:15](=[O:16])[C:17]3[C:18]([O:25][C:10]=2[CH:11]=1)=[CH:19][C:20]([O:23][CH3:24])=[CH:21][CH:22]=3, predict the reactants needed to synthesize it. The reactants are: C(=O)([O-])[O-].[K+].[K+].F[C:8]1[CH:13]=[C:12]([F:14])[CH:11]=[CH:10][C:9]=1[C:15]([C:17]1[CH:22]=[CH:21][C:20]([O:23][CH3:24])=[CH:19][C:18]=1[OH:25])=[O:16].O. (3) Given the product [C:33]([O:32][C:30]([N:27]1[CH2:26][CH2:25][CH:24]([N:23]([CH2:22][CH2:21][CH:20]([C:14]2[CH:15]=[CH:16][CH:17]=[CH:18][CH:19]=2)[C:37]2[CH:42]=[CH:41][CH:40]=[CH:39][CH:38]=2)[C:10]([NH:9][C:5]2[CH:6]=[CH:7][CH:8]=[C:3]([C:2]([F:12])([F:13])[F:1])[CH:4]=2)=[O:11])[CH2:29][CH2:28]1)=[O:31])([CH3:36])([CH3:34])[CH3:35], predict the reactants needed to synthesize it. The reactants are: [F:1][C:2]([F:13])([F:12])[C:3]1[CH:4]=[C:5]([N:9]=[C:10]=[O:11])[CH:6]=[CH:7][CH:8]=1.[C:14]1([CH:20]([C:37]2[CH:42]=[CH:41][CH:40]=[CH:39][CH:38]=2)[CH2:21][CH2:22][NH:23][CH:24]2[CH2:29][CH2:28][N:27]([C:30]([O:32][C:33]([CH3:36])([CH3:35])[CH3:34])=[O:31])[CH2:26][CH2:25]2)[CH:19]=[CH:18][CH:17]=[CH:16][CH:15]=1. (4) Given the product [NH2:1][C:2]1[S:17][C:5]2[CH2:6][N:7]([C:10]([O:12][C:13]([CH3:14])([CH3:15])[CH3:16])=[O:11])[CH2:8][CH2:9][C:4]=2[C:3]=1[C:18]([OH:20])=[O:19], predict the reactants needed to synthesize it. The reactants are: [NH2:1][C:2]1[S:17][C:5]2[CH2:6][N:7]([C:10]([O:12][C:13]([CH3:16])([CH3:15])[CH3:14])=[O:11])[CH2:8][CH2:9][C:4]=2[C:3]=1[C:18]([O:20]CC)=[O:19].[OH-].[Na+]. (5) Given the product [CH3:1][N:2]1[C:3]2[C:4](=[C:5]3[C:10](=[CH:11][CH:12]=2)[N:9]=[CH:8][CH:7]=[N:6]3)[N:13]=[C:16]1[CH2:15][OH:14], predict the reactants needed to synthesize it. The reactants are: [CH3:1][NH:2][C:3]1[C:4]([NH2:13])=[C:5]2[C:10](=[CH:11][CH:12]=1)[N:9]=[CH:8][CH:7]=[N:6]2.[OH:14][CH2:15][C:16](O)=O.